From a dataset of Forward reaction prediction with 1.9M reactions from USPTO patents (1976-2016). Predict the product of the given reaction. (1) Given the reactants [F:1][C:2]([F:7])([F:6])[CH2:3][CH2:4][OH:5].[H-].[Na+].Br[CH2:11][C:12]1[CH:21]=[CH:20][C:15]([C:16]([O:18][CH3:19])=[O:17])=[CH:14][CH:13]=1.O, predict the reaction product. The product is: [F:1][C:2]([F:7])([F:6])[CH2:3][CH2:4][O:5][CH2:11][C:12]1[CH:21]=[CH:20][C:15]([C:16]([O:18][CH3:19])=[O:17])=[CH:14][CH:13]=1. (2) Given the reactants [NH2:1][C:2]1[C:3]2[N:4]([C:8]([CH:12]3[CH2:17][CH2:16][N:15](C(OCC4C=CC=CC=4)=O)[CH2:14][CH2:13]3)=[N:9][C:10]=2[I:11])[CH:5]=[CH:6][N:7]=1, predict the reaction product. The product is: [I:11][C:10]1[N:9]=[C:8]([CH:12]2[CH2:17][CH2:16][NH:15][CH2:14][CH2:13]2)[N:4]2[CH:5]=[CH:6][N:7]=[C:2]([NH2:1])[C:3]=12. (3) Given the reactants C[N:2](C)/[CH:3]=[CH:4]/[C:5]([C:7]1[C:12](=[O:13])[CH:11]=[CH:10][N:9]([C:14]2[CH:19]=[CH:18][CH:17]=[C:16]([O:20][C:21]([F:24])([F:23])[F:22])[CH:15]=2)[N:8]=1)=O.[Cl:26][C:27]1[CH:28]=[C:29]([NH:33]N)[CH:30]=[CH:31][CH:32]=1, predict the reaction product. The product is: [Cl:26][C:27]1[CH:28]=[C:29]([N:33]2[C:5]([C:7]3[C:12](=[O:13])[CH:11]=[CH:10][N:9]([C:14]4[CH:19]=[CH:18][CH:17]=[C:16]([O:20][C:21]([F:24])([F:23])[F:22])[CH:15]=4)[N:8]=3)=[CH:4][CH:3]=[N:2]2)[CH:30]=[CH:31][CH:32]=1. (4) The product is: [F:1][C:2]([F:35])([F:34])[C:3]1[CH:4]=[C:5]([C:13]([CH3:33])([CH3:32])[C:14]([N:16]([CH3:17])[C:18]2[CH:19]=[N:20][C:21]([N:41]3[CH2:40][CH2:39][N:38]4[C:42](=[O:45])[CH2:43][CH2:44][C@H:37]4[CH2:36]3)=[CH:22][C:23]=2[C:24]2[CH:29]=[CH:28][CH:27]=[CH:26][C:25]=2[CH3:30])=[O:15])[CH:6]=[C:7]([C:9]([F:12])([F:11])[F:10])[CH:8]=1. Given the reactants [F:1][C:2]([F:35])([F:34])[C:3]1[CH:4]=[C:5]([C:13]([CH3:33])([CH3:32])[C:14]([N:16]([C:18]2[CH:19]=[N:20][C:21](Cl)=[CH:22][C:23]=2[C:24]2[CH:29]=[CH:28][CH:27]=[CH:26][C:25]=2[CH3:30])[CH3:17])=[O:15])[CH:6]=[C:7]([C:9]([F:12])([F:11])[F:10])[CH:8]=1.[CH2:36]1[NH:41][CH2:40][CH2:39][N:38]2[C:42](=[O:45])[CH2:43][CH2:44][C@@H:37]12.C(=O)([O-])[O-].[K+].[K+].[NH4+].[Cl-], predict the reaction product. (5) Given the reactants [NH:1]1C2=NC=CC=C2C=N1.[C:10]([C:13]1[C:21]2[C:16](=CN=[C:19]([CH3:22])[CH:20]=2)[N:15]([CH2:23][C:24]([OH:26])=[O:25])[N:14]=1)(=[O:12])[NH2:11], predict the reaction product. The product is: [C:10]([C:13]1[C:21]2[C:16](=[N:1][CH:22]=[CH:19][CH:20]=2)[N:15]([CH2:23][C:24]([OH:26])=[O:25])[N:14]=1)(=[O:12])[NH2:11]. (6) Given the reactants C(S([C:11]1[N:12]=[CH:13][C:14]2[CH:20]=[C:19]([C:21]3[CH:26]=[CH:25][CH:24]=[CH:23][CH:22]=3)[C:18]([C:27]3[CH:32]=[CH:31][C:30]([C:33]4([NH:37][C:38](=[O:44])[O:39][C:40]([CH3:43])([CH3:42])[CH3:41])[CH2:36][CH2:35][CH2:34]4)=[CH:29][CH:28]=3)=[N:17][C:15]=2[N:16]=1)(=O)=O)C1C=CC=CC=1.[CH3:45][N:46]1[CH2:51][CH2:50][NH:49][CH2:48][CH2:47]1, predict the reaction product. The product is: [CH3:45][N:46]1[CH2:51][CH2:50][N:49]([C:11]2[N:12]=[CH:13][C:14]3[CH:20]=[C:19]([C:21]4[CH:22]=[CH:23][CH:24]=[CH:25][CH:26]=4)[C:18]([C:27]4[CH:32]=[CH:31][C:30]([C:33]5([NH:37][C:38](=[O:44])[O:39][C:40]([CH3:41])([CH3:43])[CH3:42])[CH2:36][CH2:35][CH2:34]5)=[CH:29][CH:28]=4)=[N:17][C:15]=3[N:16]=2)[CH2:48][CH2:47]1. (7) Given the reactants [CH2:1]([N:3]([C:23]1[CH:28]=[CH:27][CH:26]=[CH:25][CH:24]=1)[CH2:4][CH2:5][O:6][CH2:7][C:8]1[CH:13]=[CH:12][C:11]([C:14]([C:17]2[CH:22]=[CH:21][CH:20]=[CH:19][CH:18]=2)=[N+:15]=[N-:16])=[CH:10][CH:9]=1)[CH3:2].C(=NN)(C1C=CC=CC=1)C1C=CC=CC=1.S([O-])([O-])(=O)=O.[Na+].[Na+], predict the reaction product. The product is: [CH2:1]([N:3]([C:23]1[CH:24]=[CH:25][CH:26]=[CH:27][CH:28]=1)[CH2:4][CH2:5][O:6][CH2:7][C:8]1[CH:13]=[CH:12][C:11]([C:14](=[N:15][NH2:16])[C:17]2[CH:22]=[CH:21][CH:20]=[CH:19][CH:18]=2)=[CH:10][CH:9]=1)[CH3:2]. (8) Given the reactants [NH2:1][C:2]1[CH:3]=[CH:4][C:5]([F:28])=[C:6]([C:8]2([CH3:27])[CH2:13][C:12]3([CH2:18][CH2:17][O:16][CH2:15][CH2:14]3)[O:11][C:10]([NH:19][C:20](=[O:26])[O:21][C:22]([CH3:25])([CH3:24])[CH3:23])=[N:9]2)[CH:7]=1.[F:29][C:30]1[CH:31]=[CH:32][C:33]([C:36](O)=[O:37])=[N:34][CH:35]=1.F[P-](F)(F)(F)(F)F.N1(OC(=[N+](C)C)N(C)C)C2C=CC=CC=2N=N1.C(N(C(C)C)C(C)C)C, predict the reaction product. The product is: [F:28][C:5]1[CH:4]=[CH:3][C:2]([NH:1][C:36](=[O:37])[C:33]2[CH:32]=[CH:31][C:30]([F:29])=[CH:35][N:34]=2)=[CH:7][C:6]=1[C:8]1([CH3:27])[CH2:13][C:12]2([CH2:18][CH2:17][O:16][CH2:15][CH2:14]2)[O:11][C:10]([NH:19][C:20](=[O:26])[O:21][C:22]([CH3:24])([CH3:23])[CH3:25])=[N:9]1. (9) Given the reactants [F:1][C:2]([F:13])([F:12])[C:3]1[C:8]([CH:9]=[CH2:10])=[CH:7][N:6]=[C:5]([CH3:11])[CH:4]=1.[CH2:14]([C:16]1[CH:24]=[CH:23][C:22]2[NH:21][C:20]3[CH2:25][CH2:26][N:27]([CH3:29])[CH2:28][C:19]=3[C:18]=2[CH:17]=1)[CH3:15].[OH-].[K+], predict the reaction product. The product is: [CH2:14]([C:16]1[CH:24]=[CH:23][C:22]2[N:21]([CH2:10][CH2:9][C:8]3[CH:7]=[N:6][C:5]([CH3:11])=[CH:4][C:3]=3[C:2]([F:1])([F:12])[F:13])[C:20]3[CH2:25][CH2:26][N:27]([CH3:29])[CH2:28][C:19]=3[C:18]=2[CH:17]=1)[CH3:15].